Predict the reactants needed to synthesize the given product. From a dataset of Full USPTO retrosynthesis dataset with 1.9M reactions from patents (1976-2016). (1) Given the product [CH3:46][C:47]1[C:55]([O:56][C@H:6]2[CH2:5][CH2:4][C@H:9]([NH2:1])[CH2:8][CH2:7]2)=[CH:54][CH:53]=[C:52]2[C:48]=1[CH:49]=[N:50][NH:51]2, predict the reactants needed to synthesize it. The reactants are: [NH:1]1[C:9]2[C:4](=[CH:5][C:6](O[C@@H]3CCC[C@H](N4C(=O)C5C(=CC=CC=5)C4=O)C3)=[CH:7][CH:8]=2)C=N1.O[C@@H]1CCC[C@H](N2C(=O)C3C(=CC=CC=3)C2=O)C1.[CH3:46][C:47]1[C:55]([OH:56])=[CH:54][CH:53]=[C:52]2[C:48]=1[CH:49]=[N:50][NH:51]2. (2) Given the product [F:1][C:2]1[C:3]2[N:9]=[C:10]([CH:12]3[CH2:13][N:14]([CH3:44])[CH2:15][CH:16]([C:18]4[C:19]([N:38]([CH3:43])[S:39]([CH3:42])(=[O:41])=[O:40])=[CH:20][C:21]5[O:25][C:24]([C:26]6[CH:27]=[CH:28][C:29]([F:32])=[CH:30][CH:31]=6)=[C:23]([C:33]([NH:34][CH3:35])=[O:36])[C:22]=5[CH:37]=4)[CH2:17]3)[O:8][C:4]=2[CH:5]=[CH:6][CH:7]=1, predict the reactants needed to synthesize it. The reactants are: [F:1][C:2]1[CH:7]=[CH:6][CH:5]=[C:4]([OH:8])[C:3]=1[NH:9][C:10]([CH:12]1[CH2:17][CH:16]([C:18]2[C:19]([N:38]([CH3:43])[S:39]([CH3:42])(=[O:41])=[O:40])=[CH:20][C:21]3[O:25][C:24]([C:26]4[CH:31]=[CH:30][C:29]([F:32])=[CH:28][CH:27]=4)=[C:23]([C:33](=[O:36])[NH:34][CH3:35])[C:22]=3[CH:37]=2)[CH2:15][N:14]([CH3:44])[CH2:13]1)=O.CC1C=CC(S(O)(=O)=O)=CC=1.